This data is from Full USPTO retrosynthesis dataset with 1.9M reactions from patents (1976-2016). The task is: Predict the reactants needed to synthesize the given product. (1) Given the product [C:12]([O:11][C:9]([N:39]1[C:38](=[O:40])[CH2:37][O:36][CH2:35][C@@H:34]1[CH2:33][O:32][CH2:25][C:26]1[CH:31]=[CH:30][CH:29]=[CH:28][CH:27]=1)=[O:10])([CH3:13])([CH3:14])[CH3:15], predict the reactants needed to synthesize it. The reactants are: [C:9](O[C:9]([O:11][C:12]([CH3:15])([CH3:14])[CH3:13])=[O:10])([O:11][C:12]([CH3:15])([CH3:14])[CH3:13])=[O:10].CC1C=CN=C(N)C=1C.[CH2:25]([O:32][CH2:33][C@@H:34]1[NH:39][C:38](=[O:40])[CH2:37][O:36][CH2:35]1)[C:26]1[CH:31]=[CH:30][CH:29]=[CH:28][CH:27]=1.N1C=CN=C1. (2) Given the product [F:25][C:26]1[CH:31]=[C:30]([S:32]([CH3:35])(=[O:33])=[O:34])[C:29]([F:36])=[CH:28][C:27]=1[NH:37][C@H:38]1[CH2:43][CH2:42][CH2:41][N:40]([CH:44]2[CH2:45][CH2:46][N:47]([C:50]3[N:51]=[C:3]([C:2]([F:7])([F:1])[CH3:6])[O:4][N:53]=3)[CH2:48][CH2:49]2)[C:39]1=[O:54], predict the reactants needed to synthesize it. The reactants are: [F:1][C:2]([F:7])([CH3:6])[C:3](O)=[O:4].C(N(C(C)C)CC)(C)C.C(Cl)(=O)OCC(C)C.[F:25][C:26]1[CH:31]=[C:30]([S:32]([CH3:35])(=[O:34])=[O:33])[C:29]([F:36])=[CH:28][C:27]=1[NH:37][C@H:38]1[CH2:43][CH2:42][CH2:41][N:40]([CH:44]2[CH2:49][CH2:48][N:47]([C:50](=[NH:53])[NH:51]O)[CH2:46][CH2:45]2)[C:39]1=[O:54]. (3) Given the product [CH2:25]([NH:32][C:33]([NH:34][N:35]=[CH:19][C:18]1[CH:21]=[CH:22][C:15]([C:12]2[N:13]=[CH:14][N:10]([C:7]3[CH:8]=[CH:9][C:4]([O:3][C:2]([F:24])([F:23])[F:1])=[CH:5][CH:6]=3)[N:11]=2)=[CH:16][CH:17]=1)=[S:36])[C:26]1[CH:31]=[CH:30][CH:29]=[CH:28][CH:27]=1, predict the reactants needed to synthesize it. The reactants are: [F:1][C:2]([F:24])([F:23])[O:3][C:4]1[CH:9]=[CH:8][C:7]([N:10]2[CH:14]=[N:13][C:12]([C:15]3[CH:22]=[CH:21][C:18]([CH:19]=O)=[CH:17][CH:16]=3)=[N:11]2)=[CH:6][CH:5]=1.[CH2:25]([NH:32][C:33](=[S:36])[NH:34][NH2:35])[C:26]1[CH:31]=[CH:30][CH:29]=[CH:28][CH:27]=1.O. (4) Given the product [OH:2][C:3]1[CH:21]=[CH:20][CH:19]=[C:18]([CH3:22])[C:4]=1[CH2:5][NH:6][C:7]1[C:8]2[N:9]([C:13]([CH3:17])=[C:14]([CH3:16])[N:15]=2)[CH:10]=[CH:11][CH:12]=1, predict the reactants needed to synthesize it. The reactants are: C[O:2][C:3]1[CH:21]=[CH:20][CH:19]=[C:18]([CH3:22])[C:4]=1[CH2:5][NH:6][C:7]1[C:8]2[N:9]([C:13]([CH3:17])=[C:14]([CH3:16])[N:15]=2)[CH:10]=[CH:11][CH:12]=1.B(Br)(Br)Br.O.